From a dataset of Catalyst prediction with 721,799 reactions and 888 catalyst types from USPTO. Predict which catalyst facilitates the given reaction. (1) Reactant: [O:1]1[C:5]2=[CH:6][CH:7]=[CH:8][C:9]([C:10]([OH:12])=[O:11])=[C:4]2[CH:3]=[CH:2]1.C([Li])(C)(C)C.[I:18]I.C(Cl)Cl.CO. Product: [I:18][C:2]1[O:1][C:5]2[C:4](=[C:9]([C:10]([OH:12])=[O:11])[CH:8]=[CH:7][CH:6]=2)[CH:3]=1. The catalyst class is: 27. (2) Product: [CH2:1]([O:3][C:4]([C:5]1[CH:6]=[C:7]([C:9]2[CH:10]=[N:11][N:12]([C:14]([C:27]3[CH:32]=[CH:31][CH:30]=[CH:29][CH:28]=3)([C:21]3[CH:22]=[CH:23][CH:24]=[CH:25][CH:26]=3)[C:15]3[CH:16]=[CH:17][CH:18]=[CH:19][CH:20]=3)[CH:13]=2)[N:35]([C:37]2[CH:42]=[N:41][C:40]([O:43][CH3:44])=[CH:39][CH:38]=2)[N:36]=1)=[O:34])[CH3:2]. The catalyst class is: 8. Reactant: [CH2:1]([O:3][C:4](=[O:34])[C:5](=O)[CH2:6][C:7]([C:9]1[CH:10]=[N:11][N:12]([C:14]([C:27]2[CH:32]=[CH:31][CH:30]=[CH:29][CH:28]=2)([C:21]2[CH:26]=[CH:25][CH:24]=[CH:23][CH:22]=2)[C:15]2[CH:20]=[CH:19][CH:18]=[CH:17][CH:16]=2)[CH:13]=1)=O)[CH3:2].[NH:35]([C:37]1[CH:38]=[CH:39][C:40]([O:43][CH3:44])=[N:41][CH:42]=1)[NH2:36]. (3) Reactant: CCN(C(C)C)C(C)C.[CH3:10][O:11][C:12]1[CH:27]=[CH:26][CH:25]=[C:24]([C:28]([F:31])([F:30])[F:29])[C:13]=1[CH2:14][N:15]1[C:19](=[O:20])[CH2:18][CH2:17][C@@H:16]1[C:21](O)=[O:22].Cl.[NH2:33][CH:34]([CH2:43][C:44]1[CH:49]=[CH:48][CH:47]=[CH:46][CH:45]=1)[CH:35]([OH:42])[C:36]([NH:38][CH:39]1[CH2:41][CH2:40]1)=[O:37].CN(C(ON1N=NC2C=CC=NC1=2)=[N+](C)C)C.F[P-](F)(F)(F)(F)F. Product: [CH:39]1([NH:38][C:36](=[O:37])[CH:35]([OH:42])[CH:34]([NH:33][C:21]([C@H:16]2[CH2:17][CH2:18][C:19](=[O:20])[N:15]2[CH2:14][C:13]2[C:24]([C:28]([F:31])([F:29])[F:30])=[CH:25][CH:26]=[CH:27][C:12]=2[O:11][CH3:10])=[O:22])[CH2:43][C:44]2[CH:49]=[CH:48][CH:47]=[CH:46][CH:45]=2)[CH2:40][CH2:41]1. The catalyst class is: 34.